Dataset: Experimental lipophilicity measurements (octanol/water distribution) for 4,200 compounds from AstraZeneca. Task: Regression/Classification. Given a drug SMILES string, predict its absorption, distribution, metabolism, or excretion properties. Task type varies by dataset: regression for continuous measurements (e.g., permeability, clearance, half-life) or binary classification for categorical outcomes (e.g., BBB penetration, CYP inhibition). For this dataset (lipophilicity_astrazeneca), we predict Y. The drug is Nc1cc2n[nH]c(=O)n2c2cc(-c3ccc[nH]3)ccc12. The Y is 2.30 logD.